Task: Predict which catalyst facilitates the given reaction.. Dataset: Catalyst prediction with 721,799 reactions and 888 catalyst types from USPTO (1) Reactant: [CH:1]([C:4]1[N:9]=[C:8]([CH2:10]O)[CH:7]=[CH:6][CH:5]=1)([CH3:3])[CH3:2].S(Cl)([Cl:14])=O. Product: [ClH:14].[Cl:14][CH2:10][C:8]1[CH:7]=[CH:6][CH:5]=[C:4]([CH:1]([CH3:3])[CH3:2])[N:9]=1. The catalyst class is: 2. (2) Reactant: [Cl:1]C([O-])=O.C[N:6]1[CH2:11][CH2:10][S:9](=[O:13])(=[O:12])[CH2:8][CH2:7]1. Product: [ClH:1].[NH:6]1[CH2:11][CH2:10][S:9](=[O:13])(=[O:12])[CH2:8][CH2:7]1. The catalyst class is: 11. (3) Reactant: Cl[C:2]1[N:11]=[CH:10][C:9]2[NH:8][CH2:7][CH:6]3[CH2:12][O:13][CH2:14][CH2:15][N:5]3[C:4]=2[N:3]=1.CC1(C)C(C)(C)OB([C:24]2[C:32]3[C:27](=[N:28][CH:29]=[CH:30][CH:31]=3)[N:26](C(OC(C)(C)C)=O)[CH:25]=2)O1.C([O-])(O)=O.[Na+]. Product: [NH:26]1[C:27]2=[N:28][CH:29]=[CH:30][CH:31]=[C:32]2[C:24]([C:2]2[N:11]=[CH:10][C:9]3[NH:8][CH2:7][CH:6]4[CH2:12][O:13][CH2:14][CH2:15][N:5]4[C:4]=3[N:3]=2)=[CH:25]1. The catalyst class is: 75. (4) Reactant: Cl[C:2]1[C:3]([O:8][C:9]2[CH:14]=[CH:13][C:12]([NH:15][C:16]3[CH:21]=[CH:20][CH:19]=[CH:18][N:17]=3)=[CH:11][CH:10]=2)=[N:4][CH:5]=[CH:6][N:7]=1.[NH:22]1[CH2:27][CH2:26][CH:25]([C:28]#[N:29])[CH2:24][CH2:23]1. Product: [N:17]1[CH:18]=[CH:19][CH:20]=[CH:21][C:16]=1[NH:15][C:12]1[CH:13]=[CH:14][C:9]([O:8][C:3]2[C:2]([N:22]3[CH2:27][CH2:26][CH:25]([C:28]#[N:29])[CH2:24][CH2:23]3)=[N:7][CH:6]=[CH:5][N:4]=2)=[CH:10][CH:11]=1. The catalyst class is: 58. (5) Reactant: [C:1]([C:3]1[CH:8]=[CH:7][CH:6]=[CH:5][C:4]=1[C:9]#[N:10])#[N:2].[NH2:11][C:12]1[C:21]2[C:16](=[CH:17][CH:18]=[CH:19][CH:20]=2)[CH:15]=[CH:14][N:13]=1.[Cl-].[Cl-].[Ca+2]. Product: [C:12]1([N:2]=[C:1]2[C:3]3[C:4](=[CH:5][CH:6]=[CH:7][CH:8]=3)[C:9](=[N:11][C:12]3[C:21]4[C:16](=[CH:17][CH:18]=[CH:19][CH:20]=4)[CH:15]=[CH:14][N:13]=3)[NH:10]2)[C:21]2[C:16](=[CH:17][CH:18]=[CH:19][CH:20]=2)[CH:15]=[CH:14][N:13]=1. The catalyst class is: 51.